From a dataset of Catalyst prediction with 721,799 reactions and 888 catalyst types from USPTO. Predict which catalyst facilitates the given reaction. (1) The catalyst class is: 1. Product: [F:1][C:2]1[CH:20]=[CH:19][CH:18]=[C:17]([F:21])[C:3]=1[C:4]([NH:6][C:7]1[CH:8]=[N:9][C:10]2[CH2:11][CH2:12][CH2:13][N:14]([S:36]([C:33]3[CH:34]=[CH:35][C:30]([F:29])=[CH:31][CH:32]=3)(=[O:38])=[O:37])[C:15]=2[CH:16]=1)=[O:5]. Reactant: [F:1][C:2]1[CH:20]=[CH:19][CH:18]=[C:17]([F:21])[C:3]=1[C:4]([NH:6][C:7]1[CH:8]=[N:9][C:10]2[CH2:11][CH2:12][CH2:13][NH:14][C:15]=2[CH:16]=1)=[O:5].C(N(CC)CC)C.[F:29][C:30]1[CH:35]=[CH:34][C:33]([S:36](Cl)(=[O:38])=[O:37])=[CH:32][CH:31]=1. (2) Reactant: FC(F)(F)C(O)=O.[Cl:8][C:9]1[C:10]([F:40])=[C:11]([CH:15]2[C:19]([C:22]3[CH:27]=[CH:26][C:25]([Cl:28])=[CH:24][C:23]=3[F:29])([C:20]#[N:21])[CH:18]([CH2:30][C:31]([CH3:36])([CH3:35])[CH:32]([CH3:34])[CH3:33])[NH:17][CH:16]2[C:37]([OH:39])=O)[CH:12]=[CH:13][CH:14]=1.CC1(C)[O:46][C@H:45]([CH2:47][CH2:48][NH2:49])[CH2:44][O:43]1.CN(C(ON1N=NC2C=CC=NC1=2)=[N+](C)C)C.F[P-](F)(F)(F)(F)F.CCN(C(C)C)C(C)C.Cl. Product: [OH:46][C@@H:45]([CH2:44][OH:43])[CH2:47][CH2:48][NH:49][C:37]([CH:16]1[CH:15]([C:11]2[CH:12]=[CH:13][CH:14]=[C:9]([Cl:8])[C:10]=2[F:40])[C:19]([C:22]2[CH:27]=[CH:26][C:25]([Cl:28])=[CH:24][C:23]=2[F:29])([C:20]#[N:21])[CH:18]([CH2:30][C:31]([CH3:35])([CH3:36])[CH:32]([CH3:34])[CH3:33])[NH:17]1)=[O:39]. The catalyst class is: 539. (3) Reactant: [C:1](=O)([O-])[O-].[K+].[K+].IC.[O:9]=[C:10]1[NH:14][C:13]([C:20]2[CH:25]=[CH:24][C:23]([F:26])=[CH:22][CH:21]=2)([CH2:15][O:16][CH2:17][CH:18]=[CH2:19])[C:12](=[O:27])[N:11]1[C:28]1[CH:35]=[CH:34][C:31]([C:32]#[N:33])=[C:30]([C:36]([F:39])([F:38])[F:37])[CH:29]=1. Product: [O:9]=[C:10]1[N:14]([CH3:1])[C:13]([C:20]2[CH:21]=[CH:22][C:23]([F:26])=[CH:24][CH:25]=2)([CH2:15][O:16][CH2:17][CH:18]=[CH2:19])[C:12](=[O:27])[N:11]1[C:28]1[CH:35]=[CH:34][C:31]([C:32]#[N:33])=[C:30]([C:36]([F:38])([F:39])[F:37])[CH:29]=1. The catalyst class is: 3. (4) Reactant: Cl[C:2]1[CH:11]=[CH:10][C:9]2[C:4](=[C:5]([F:13])[CH:6]=[C:7]([F:12])[CH:8]=2)[N:3]=1.[N:14]1[N:15]=[CH:16][N:17]2[CH:22]=[CH:21][CH:20]=[CH:19][C:18]=12.C([O-])([O-])=O.[Cs+].[Cs+]. Product: [N:14]1[N:15]=[C:16]([C:2]2[CH:11]=[CH:10][C:9]3[C:4](=[C:5]([F:13])[CH:6]=[C:7]([F:12])[CH:8]=3)[N:3]=2)[N:17]2[CH:22]=[CH:21][CH:20]=[CH:19][C:18]=12. The catalyst class is: 184. (5) Reactant: [NH2:1][C:2]1[C:11]([C:12]#[N:13])=[C:10]([NH:14][CH2:15][C:16]2[S:17][CH:18]=[CH:19][CH:20]=2)[C:9]2[C:4](=[CH:5][CH:6]=[C:7]([N:21]([CH3:23])[CH3:22])[CH:8]=2)[N:3]=1.[CH3:24][O:25][C:26]1[CH:34]=[CH:33][C:29]([C:30](Cl)=[O:31])=[CH:28][CH:27]=1. Product: [CH3:24][O:25][C:26]1[CH:34]=[CH:33][C:29]([C:30]([N:1]([C:30](=[O:31])[C:29]2[CH:33]=[CH:34][C:26]([O:25][CH3:24])=[CH:27][CH:28]=2)[C:2]2[C:11]([C:12]#[N:13])=[C:10]([NH:14][CH2:15][C:16]3[S:17][CH:18]=[CH:19][CH:20]=3)[C:9]3[C:4](=[CH:5][CH:6]=[C:7]([N:21]([CH3:23])[CH3:22])[CH:8]=3)[N:3]=2)=[O:31])=[CH:28][CH:27]=1. The catalyst class is: 17. (6) Product: [F:23][C:24]1[CH:29]=[CH:28][C:27]([C:30]2[C:39]([C:40](=[O:51])[C:41]3[CH:46]=[CH:45][C:44]([C:47]([F:49])([F:50])[F:48])=[CH:43][CH:42]=3)=[C:38]([CH:52]([CH3:53])[CH3:54])[CH:37]=[C:36]3[C:31]=2[C:32](=[O:57])[CH2:33][C:34]([CH3:55])([CH3:56])[O:35]3)=[CH:26][CH:25]=1. Reactant: CC(OI1(OC(C)=O)(OC(C)=O)OC(=O)C2C1=CC=CC=2)=O.[F:23][C:24]1[CH:29]=[CH:28][C:27]([C:30]2[C:39]([CH:40]([OH:51])[C:41]3[CH:46]=[CH:45][C:44]([C:47]([F:50])([F:49])[F:48])=[CH:43][CH:42]=3)=[C:38]([CH:52]([CH3:54])[CH3:53])[CH:37]=[C:36]3[C:31]=2[C:32](=[O:57])[CH2:33][C:34]([CH3:56])([CH3:55])[O:35]3)=[CH:26][CH:25]=1. The catalyst class is: 4. (7) Reactant: CN(C)C1C=CC=CC=1.[NH2:10][C:11]1[C:12]([Cl:19])=[N:13][C:14]([CH3:18])=[CH:15][C:16]=1[Cl:17].O.[C:21]([O:24][CH2:25][C:26](Cl)=[O:27])(=[O:23])[CH3:22]. Product: [Cl:19][C:12]1[C:11]([NH:10][C:26](=[O:27])[CH2:25][O:24][C:21](=[O:23])[CH3:22])=[C:16]([Cl:17])[CH:15]=[C:14]([CH3:18])[N:13]=1. The catalyst class is: 22.